From a dataset of Forward reaction prediction with 1.9M reactions from USPTO patents (1976-2016). Predict the product of the given reaction. Given the reactants Br[C:2]1[CH:7]=[CH:6][N:5]=[C:4]2[N:8]([CH:22]([CH3:24])[CH3:23])[CH:9]=[C:10]([C:11]3[CH:16]=[CH:15][CH:14]=[C:13]([N:17]4[CH2:21][CH2:20][CH2:19][CH2:18]4)[CH:12]=3)[C:3]=12.[CH3:25][N:26]1[CH:30]=[CH:29][C:28]([S:31]([NH2:34])(=[O:33])=[O:32])=[N:27]1.C(=O)([O-])[O-].[Cs+].[Cs+].CN(C)C1C=CC=CC=1C1C=CC=CC=1P(C1CCCCC1)C1CCCCC1, predict the reaction product. The product is: [CH:22]([N:8]1[C:4]2=[N:5][CH:6]=[CH:7][C:2]([NH:34][S:31]([C:28]3[CH:29]=[CH:30][N:26]([CH3:25])[N:27]=3)(=[O:33])=[O:32])=[C:3]2[C:10]([C:11]2[CH:16]=[CH:15][CH:14]=[C:13]([N:17]3[CH2:21][CH2:20][CH2:19][CH2:18]3)[CH:12]=2)=[CH:9]1)([CH3:24])[CH3:23].